Dataset: Catalyst prediction with 721,799 reactions and 888 catalyst types from USPTO. Task: Predict which catalyst facilitates the given reaction. (1) Reactant: C([C:5]1[CH:12]=[C:11](C(C)(C)C)[CH:10]=[C:7]([CH:8]=O)[C:6]=1[OH:17])(C)(C)C.[C:18]([C:22]1[CH:27]=[C:26](C(C)(C)C)[CH:25]=[CH:24][C:23]=1[OH:32])(C)(C)C.[NH2:33][C@H:34]1CCCC[C@@H:35]1[NH2:40].O. Product: [CH:11]1[CH:12]=[CH:5][C:6](=[O:17])/[C:7](=[CH:8]\[NH:33][CH2:34][CH2:35][NH:40]/[CH:18]=[C:22]2\[C:23]([CH:24]=[CH:25][CH:26]=[CH:27]\2)=[O:32])/[CH:10]=1. The catalyst class is: 8. (2) Reactant: [C:1]([NH:4][C:5]([CH2:16][CH2:17][C:18]1[CH:23]=[CH:22][C:21]([O:24][C:25]2[CH:30]=[CH:29][C:28]([C:31]3[N:32]=[C:33]([CH2:36][CH3:37])[NH:34][CH:35]=3)=[CH:27][CH:26]=2)=[CH:20][CH:19]=1)([C:11](OCC)=[O:12])[C:6](OCC)=[O:7])(=[O:3])[CH3:2].OP([O-])([O-])=O.[K+].[K+].[BH4-].[Na+].[OH-].[Na+]. Product: [CH2:36]([C:33]1[NH:34][CH:35]=[C:31]([C:28]2[CH:27]=[CH:26][C:25]([O:24][C:21]3[CH:22]=[CH:23][C:18]([CH2:17][CH2:16][C:5]([NH:4][C:1](=[O:3])[CH3:2])([CH2:6][OH:7])[CH2:11][OH:12])=[CH:19][CH:20]=3)=[CH:30][CH:29]=2)[N:32]=1)[CH3:37]. The catalyst class is: 88. (3) Reactant: [ClH:1].[CH3:2][N:3]([CH:11]1[CH2:16][CH2:15][N:14]([C:17]2[C:18]3[C:25]([CH3:26])=[CH:24][NH:23][C:19]=3[N:20]=[CH:21][N:22]=2)[CH2:13][CH2:12]1)C(=O)OC(C)(C)C. Product: [ClH:1].[CH3:2][NH:3][CH:11]1[CH2:16][CH2:15][N:14]([C:17]2[C:18]3[C:25]([CH3:26])=[CH:24][NH:23][C:19]=3[N:20]=[CH:21][N:22]=2)[CH2:13][CH2:12]1. The catalyst class is: 12. (4) The catalyst class is: 6. Reactant: [Cl:1][C:2]1[CH:3]=[C:4]([NH2:19])[C:5]([NH2:18])=[CH:6][C:7]=1[C:8]1[CH:13]=[CH:12][C:11]([C:14]([F:17])([F:16])[F:15])=[CH:10][CH:9]=1.C(=O)([O-])[O-].[Na+].[Na+].[F:26][C:27]([F:38])([F:37])[C:28]([F:36])([F:35])[C:29]([F:34])([F:33])[C:30](O)=O. Product: [Cl:1][C:2]1[C:7]([C:8]2[CH:13]=[CH:12][C:11]([C:14]([F:17])([F:16])[F:15])=[CH:10][CH:9]=2)=[CH:6][C:5]2[NH:18][C:30]([C:29]([F:33])([F:34])[C:28]([F:35])([F:36])[C:27]([F:38])([F:37])[F:26])=[N:19][C:4]=2[CH:3]=1. (5) Reactant: [CH3:1][O:2][C:3](=[O:14])[CH2:4][C:5]1[CH:10]=[CH:9][C:8]([O:11][CH3:12])=[C:7](Br)[CH:6]=1.C1(P(C2CCCCC2)C2C=CC=CC=2C2C(OC)=CC=CC=2OC)CCCCC1.P([O-])([O-])([O-])=O.[K+].[K+].[K+].[CH2:52]([C:54]([OH:87])([CH2:85][CH3:86])/[CH:55]=[CH:56]/[C:57]1[CH:62]=[CH:61][C:60]([C:63]([CH2:82][CH3:83])([C:66]2[CH:71]=[CH:70][C:69](B3OC(C)(C)C(C)(C)O3)=[C:68]([CH3:81])[CH:67]=2)[CH2:64][CH3:65])=[CH:59][C:58]=1[CH3:84])[CH3:53].C(=O)(O)[O-].[Na+]. Product: [CH3:1][O:2][C:3](=[O:14])[CH2:4][C:5]1[CH:6]=[C:7]([C:69]2[CH:70]=[CH:71][C:66]([C:63]([CH2:64][CH3:65])([C:60]3[CH:61]=[CH:62][C:57](/[CH:56]=[CH:55]/[C:54]([CH2:85][CH3:86])([OH:87])[CH2:52][CH3:53])=[C:58]([CH3:84])[CH:59]=3)[CH2:82][CH3:83])=[CH:67][C:68]=2[CH3:81])[C:8]([O:11][CH3:12])=[CH:9][CH:10]=1. The catalyst class is: 493. (6) Reactant: [CH2:1]([C:5]1([C:8]2[CH:15]=[CH:14][C:11]([CH:12]=O)=[CH:10][CH:9]=2)[CH2:7][CH2:6]1)[CH2:2][CH2:3][CH3:4].[NH2:16][CH2:17][C:18]1[N:23]=[C:22]([N:24]([CH2:32][C:33]([O:35][C:36]([CH3:39])([CH3:38])[CH3:37])=[O:34])[C:25]([O:27][C:28]([CH3:31])([CH3:30])[CH3:29])=[O:26])[CH:21]=[CH:20][CH:19]=1.C(=O)([O-])O.[Na+]. Product: [C:28]([O:27][C:25]([N:24]([CH2:32][C:33]([O:35][C:36]([CH3:39])([CH3:38])[CH3:37])=[O:34])[C:22]1[CH:21]=[CH:20][CH:19]=[C:18]([CH2:17][NH:16][CH2:12][C:11]2[CH:14]=[CH:15][C:8]([C:5]3([CH2:1][CH2:2][CH2:3][CH3:4])[CH2:7][CH2:6]3)=[CH:9][CH:10]=2)[N:23]=1)=[O:26])([CH3:31])([CH3:30])[CH3:29]. The catalyst class is: 26. (7) Reactant: C1C=C(Cl)C=C(C(OO)=[O:9])C=1.[CH2:12]([O:19][C:20]1[CH:21]=[CH:22][C:23]2[C:24]3[S:32][C:31]([CH2:33][CH3:34])=[N:30][C:25]=3[CH:26]=[N:27][C:28]=2[CH:29]=1)[C:13]1[CH:18]=[CH:17][CH:16]=[CH:15][CH:14]=1. Product: [CH2:12]([O:19][C:20]1[CH:21]=[CH:22][C:23]2[C:24]3[S:32][C:31]([CH2:33][CH3:34])=[N:30][C:25]=3[CH:26]=[N+:27]([O-:9])[C:28]=2[CH:29]=1)[C:13]1[CH:14]=[CH:15][CH:16]=[CH:17][CH:18]=1. The catalyst class is: 22. (8) Reactant: C(OC(=O)[NH:7][C:8]1[CH:13]=[C:12]([N:14]([CH2:16][CH:17]([CH3:19])[CH3:18])[CH3:15])[C:11]([Cl:20])=[CH:10][C:9]=1[NH:21][C:22](=[O:46])[CH2:23][C:24](=O)[C:25]1[CH:30]=[CH:29][CH:28]=[C:27]([C:31]2[CH:36]=[CH:35][N:34]=[C:33]([CH2:37][O:38]C3CCCCO3)[CH:32]=2)[CH:26]=1)(C)(C)C.C(O)(C(F)(F)F)=O. Product: [Cl:20][C:11]1[C:12]([N:14]([CH2:16][CH:17]([CH3:19])[CH3:18])[CH3:15])=[CH:13][C:8]2[N:7]=[C:24]([C:25]3[CH:30]=[CH:29][CH:28]=[C:27]([C:31]4[CH:36]=[CH:35][N:34]=[C:33]([CH2:37][OH:38])[CH:32]=4)[CH:26]=3)[CH2:23][C:22](=[O:46])[NH:21][C:9]=2[CH:10]=1. The catalyst class is: 2. (9) Reactant: [N:1]1[N:5]2[CH:6]=[CH:7][C:8]([CH2:10][CH2:11][OH:12])=[CH:9][C:4]2=[CH:3][CH:2]=1.[CH3:13][C:14](OC(C)=O)=[O:15].N1C=CC=CC=1. Product: [C:14]([O:12][CH2:11][CH2:10][C:8]1[CH:7]=[CH:6][N:5]2[N:1]=[CH:2][CH:3]=[C:4]2[CH:9]=1)(=[O:15])[CH3:13]. The catalyst class is: 2.